From a dataset of Forward reaction prediction with 1.9M reactions from USPTO patents (1976-2016). Predict the product of the given reaction. (1) Given the reactants [Br:1][C:2]1[C:3]([N:9]([CH:16]2[CH2:21][CH2:20][CH2:19][CH2:18][CH2:17]2)[C:10]2[CH:15]=[CH:14][CH:13]=[CH:12][CH:11]=2)=[N:4][C:5](Cl)=[N:6][CH:7]=1.[C:22]([O:26][C:27]([N:29]1[CH2:34][CH2:33][N:32]([C:35]2[CH:40]=[CH:39][C:38]([NH2:41])=[CH:37][CH:36]=2)[CH2:31][CH2:30]1)=[O:28])([CH3:25])([CH3:24])[CH3:23], predict the reaction product. The product is: [C:22]([O:26][C:27]([N:29]1[CH2:34][CH2:33][N:32]([C:35]2[CH:36]=[CH:37][C:38]([NH:41][C:5]3[N:4]=[C:3]([N:9]([CH:16]4[CH2:21][CH2:20][CH2:19][CH2:18][CH2:17]4)[C:10]4[CH:15]=[CH:14][CH:13]=[CH:12][CH:11]=4)[C:2]([Br:1])=[CH:7][N:6]=3)=[CH:39][CH:40]=2)[CH2:31][CH2:30]1)=[O:28])([CH3:25])([CH3:23])[CH3:24]. (2) Given the reactants [Cl:1][C:2]1[CH:3]=[C:4]2[C:8](=[CH:9][CH:10]=1)[NH:7][CH:6]=[C:5]2[C:11]1[CH2:16][CH2:15][N:14]([C:17]([O:19][C:20]([CH3:23])([CH3:22])[CH3:21])=[O:18])[CH2:13][CH:12]=1.C(O)C, predict the reaction product. The product is: [Cl:1][C:2]1[CH:3]=[C:4]2[C:8](=[CH:9][CH:10]=1)[NH:7][CH:6]=[C:5]2[CH:11]1[CH2:16][CH2:15][N:14]([C:17]([O:19][C:20]([CH3:23])([CH3:22])[CH3:21])=[O:18])[CH2:13][CH2:12]1.